Task: Predict which catalyst facilitates the given reaction.. Dataset: Catalyst prediction with 721,799 reactions and 888 catalyst types from USPTO (1) Reactant: [F:1][C:2]1[CH:30]=[C:29]([F:31])[CH:28]=[CH:27][C:3]=1[CH2:4][NH:5][C:6]([C:8]1[C:9](=[O:26])[C:10]([O:24][CH3:25])=[C:11]([C:20]([O:22][CH3:23])=[O:21])[N:12]([CH2:14][CH:15]([O:18]C)[O:16]C)[CH:13]=1)=[O:7].CS(O)(=O)=O. Product: [F:1][C:2]1[CH:30]=[C:29]([F:31])[CH:28]=[CH:27][C:3]=1[CH2:4][NH:5][C:6]([C:8]1[C:9](=[O:26])[C:10]([O:24][CH3:25])=[C:11]([C:20]([O:22][CH3:23])=[O:21])[N:12]([CH2:14][CH:15]([OH:18])[OH:16])[CH:13]=1)=[O:7]. The catalyst class is: 477. (2) Reactant: [Br:1][C:2]1[C:3]([NH:16][C:17]2[CH:21]=[C:20]([CH:22]3[CH2:24][CH2:23]3)[NH:19][N:18]=2)=[N:4][C:5]([C:8]2[S:12][C:11]([C:13]([OH:15])=O)=[CH:10][CH:9]=2)=[N:6][CH:7]=1.[NH2:25][CH2:26][CH2:27][NH:28][C:29](=[O:31])[CH3:30].CCN=C=NCCCN(C)C.C1C=CC2N(O)N=NC=2C=1.CCN(C(C)C)C(C)C. Product: [C:29]([NH:28][CH2:27][CH2:26][NH:25][C:13]([C:11]1[S:12][C:8]([C:5]2[N:4]=[C:3]([NH:16][C:17]3[CH:21]=[C:20]([CH:22]4[CH2:23][CH2:24]4)[NH:19][N:18]=3)[C:2]([Br:1])=[CH:7][N:6]=2)=[CH:9][CH:10]=1)=[O:15])(=[O:31])[CH3:30]. The catalyst class is: 3. (3) Reactant: [C:1]1([CH2:7][O:8][C:9]2[CH:10]=[C:11]([CH2:15][CH2:16][C:17]([NH2:19])=O)[CH:12]=[CH:13][CH:14]=2)[CH:6]=[CH:5][CH:4]=[CH:3][CH:2]=1.[H-].[H-].[H-].[H-].[Li+].[Al+3]. Product: [C:1]1([CH2:7][O:8][C:9]2[CH:10]=[C:11]([CH2:15][CH2:16][CH2:17][NH2:19])[CH:12]=[CH:13][CH:14]=2)[CH:2]=[CH:3][CH:4]=[CH:5][CH:6]=1. The catalyst class is: 1.